Dataset: Blood-brain barrier permeability classification from the B3DB database. Task: Regression/Classification. Given a drug SMILES string, predict its absorption, distribution, metabolism, or excretion properties. Task type varies by dataset: regression for continuous measurements (e.g., permeability, clearance, half-life) or binary classification for categorical outcomes (e.g., BBB penetration, CYP inhibition). Dataset: b3db_classification. (1) The compound is Nc1cc(-c2ccncc2)c[nH]c1=O. The result is 0 (does not penetrate BBB). (2) The molecule is OC1(c2ccccc2Cl)C2=NCCCN2c2ccccc21. The result is 1 (penetrates BBB). (3) The molecule is CCCCCc1cc(O)c2c(c1)OC(C)(C)C1CCC(C)=CC21. The result is 1 (penetrates BBB). (4) The compound is CC1(C)SC2C(NC(=O)C(NC(=O)CN=C(N)c3ccncc3)c3ccccc3)C(=O)N2C1C(=O)O. The result is 0 (does not penetrate BBB). (5) The compound is Oc1ccc2c3c1O[C@H]1[C@@H](O)CC[C@@]4(O)[C@@H](C2)N(CC2CCC2)CC[C@]314. The result is 1 (penetrates BBB). (6) The molecule is CCN(CC)C(=O)C1C2C=CC(C2)C1C(=O)N(CC)CC. The result is 1 (penetrates BBB). (7) The molecule is Cc1cccc(COc2cccc(/C=C3\C(=O)NN(c4ccccc4)C3=O)c2)c1. The result is 1 (penetrates BBB). (8) The molecule is CCOc1nc2cccc(C(=O)O)c2n1Cc1ccc(-c2ccccc2-c2nn[nH]n2)cc1. The result is 0 (does not penetrate BBB). (9) The drug is CN(C)CCOC(=O)C(c1ccccc1)C1(O)CCCC1. The result is 0 (does not penetrate BBB).